Dataset: Reaction yield outcomes from USPTO patents with 853,638 reactions. Task: Predict the reaction yield, written as a fraction of the theoretical maximum amount of product (1.0 means a 100% yield; for example, 0.34 means a 34% yield). (1) The reactants are F[C:2]1[CH:7]=[CH:6][C:5]([O:8][CH2:9][CH2:10][CH2:11][O:12][CH:13]2[CH2:18][CH2:17][CH2:16][CH2:15][O:14]2)=[CH:4][N:3]=1.CC(C)([O-])C.[K+].CN(C)C(=O)C.[CH3:31][N:32]1[CH:36]=[CH:35][C:34]([NH:37][C:38]2[C:47]3[C:42](=[CH:43][CH:44]=[C:45]([OH:48])[CH:46]=3)[N:41]=[CH:40][N:39]=2)=[N:33]1. The catalyst is O. The product is [CH3:31][N:32]1[CH:36]=[CH:35][C:34]([NH:37][C:38]2[C:47]3[C:42](=[CH:43][CH:44]=[C:45]([O:48][C:2]4[CH:7]=[CH:6][C:5]([O:8][CH2:9][CH2:10][CH2:11][O:12][CH:13]5[CH2:18][CH2:17][CH2:16][CH2:15][O:14]5)=[CH:4][N:3]=4)[CH:46]=3)[N:41]=[CH:40][N:39]=2)=[N:33]1. The yield is 0.970. (2) The reactants are C(OC([N:8]1[CH2:13][CH2:12][N:11]([C:14](=[O:36])[CH2:15][CH2:16][N:17]2[C:25]3[C:20](=[CH:21][C:22]([C:26]4[C:34]5[C:29](=[CH:30][C:31]([F:35])=[CH:32][CH:33]=5)[NH:28][CH:27]=4)=[CH:23][CH:24]=3)[CH:19]=[N:18]2)[CH2:10][CH2:9]1)=O)(C)(C)C. The catalyst is Cl.CCOC(C)=O. The product is [F:35][C:31]1[CH:30]=[C:29]2[C:34]([C:26]([C:22]3[CH:21]=[C:20]4[C:25](=[CH:24][CH:23]=3)[N:17]([CH2:16][CH2:15][C:14]([N:11]3[CH2:12][CH2:13][NH:8][CH2:9][CH2:10]3)=[O:36])[N:18]=[CH:19]4)=[CH:27][NH:28]2)=[CH:33][CH:32]=1. The yield is 0.430. (3) The reactants are [F:1][C:2]([F:22])([F:21])[C:3]([NH:5][C:6]1[CH:11]=[C:10]([CH3:12])[C:9]([C:13]2[CH:18]=[CH:17][N:16]=[CH:15][CH:14]=2)=[CH:8][C:7]=1[O:19][CH3:20])=[O:4].[CH3:23][C:24]([OH:26])=[O:25]. The product is [C:24]([OH:26])(=[O:25])[CH3:23].[F:22][C:2]([F:1])([F:21])[C:3]([NH:5][C:6]1[CH:11]=[C:10]([CH3:12])[C:9]([CH:13]2[CH2:18][CH2:17][NH:16][CH2:15][CH2:14]2)=[CH:8][C:7]=1[O:19][CH3:20])=[O:4]. The yield is 0.980. The catalyst is [Pt]=O. (4) The reactants are [F:1][C:2]1[CH:3]=[CH:4][C:5]([O:30]C)=[C:6]([C:8]([CH3:29])([CH3:28])[CH2:9][C:10]([OH:27])([C:23]([F:26])([F:25])[F:24])[CH:11]=[N:12][C:13]2[CH:21]=[CH:20][CH:19]=[C:18]3[C:14]=2[CH2:15][NH:16][C:17]3=[O:22])[CH:7]=1.B(Br)(Br)Br.C(=O)(O)[O-].[Na+]. The catalyst is ClCCl. The product is [F:1][C:2]1[CH:3]=[CH:4][C:5]([OH:30])=[C:6]2[C:7]=1[CH:11]([NH:12][C:13]1[CH:21]=[CH:20][CH:19]=[C:18]3[C:14]=1[CH2:15][NH:16][C:17]3=[O:22])[C:10]([OH:27])([C:23]([F:26])([F:25])[F:24])[CH2:9][C:8]2([CH3:29])[CH3:28]. The yield is 0.0790. (5) The reactants are [CH3:1][O:2][C@@H:3]([CH3:7])[C:4](O)=[O:5].O=C1N(P(Cl)(N2CCOC2=O)=O)CCO1.C(N(CC)CC)C.[Br:30][C:31]1[C:32]([F:41])=[C:33]2[C:39]([NH2:40])=[CH:38][NH:37][C:34]2=[N:35][CH:36]=1.[Li+].[OH-].C([O-])([O-])=O.[Na+].[Na+]. The catalyst is C(Cl)Cl. The product is [Br:30][C:31]1[C:32]([F:41])=[C:33]2[C:39]([NH:40][C:4](=[O:5])[C@@H:3]([O:2][CH3:1])[CH3:7])=[CH:38][NH:37][C:34]2=[N:35][CH:36]=1. The yield is 0.480. (6) The reactants are [Cl:1][C:2]1[CH:7]=[CH:6][CH:5]=[CH:4][C:3]=1[C@H:8]([O:10][C:11]1[CH:12]=[C:13]([N:20]2[C:24]3[CH:25]=[CH:26][C:27]([C:29](O)=[O:30])=[CH:28][C:23]=3[N:22]=[CH:21]2)[S:14][C:15]=1[C:16]([O:18][CH3:19])=[O:17])[CH3:9].C(N(C(C)C)CC)(C)C.[C:41]([NH:44][NH2:45])(=[O:43])[CH3:42].CN(C=O)C. The catalyst is C(Cl)Cl.O. The product is [C:41]([NH:44][NH:45][C:29]([C:27]1[CH:26]=[CH:25][C:24]2[N:20]([C:13]3[S:14][C:15]([C:16]([O:18][CH3:19])=[O:17])=[C:11]([O:10][C@@H:8]([C:3]4[CH:4]=[CH:5][CH:6]=[CH:7][C:2]=4[Cl:1])[CH3:9])[CH:12]=3)[CH:21]=[N:22][C:23]=2[CH:28]=1)=[O:30])(=[O:43])[CH3:42]. The yield is 0.910. (7) The reactants are C(S[CH:14]([OH:26])[CH:15]=[CH:16][C:17]1[C:22]([Cl:23])=[CH:21][C:20]([Cl:24])=[CH:19][C:18]=1[Cl:25])CCCCCCCCCCC.S(=O)(=O)(O)[OH:28].O1CCOCC1. The catalyst is CO.O. The product is [OH:26][CH2:14][C:15](=[O:28])[CH2:16][C:17]1[C:22]([Cl:23])=[CH:21][C:20]([Cl:24])=[CH:19][C:18]=1[Cl:25]. The yield is 0.180. (8) The reactants are [Br:1][C:2]1[CH:10]=[C:9]([Cl:11])[CH:8]=[CH:7][C:3]=1[C:4](O)=[O:5]. The catalyst is C1COCC1. The product is [Br:1][C:2]1[CH:10]=[C:9]([Cl:11])[CH:8]=[CH:7][C:3]=1[CH2:4][OH:5]. The yield is 0.850. (9) The reactants are Cl.[NH2:2][CH2:3][CH2:4][C:5]1[CH:12]=[CH:11][C:9]([OH:10])=[C:7]([OH:8])[CH:6]=1.C(=O)([O-])[O-].[Na+].[Na+].[C:19](O[C:19]([O:21][C:22]([CH3:25])([CH3:24])[CH3:23])=[O:20])([O:21][C:22]([CH3:25])([CH3:24])[CH3:23])=[O:20]. The catalyst is O1CCCC1.O. The product is [OH:8][C:7]1[CH:6]=[C:5]([CH:12]=[CH:11][C:9]=1[OH:10])[CH2:4][CH2:3][NH:2][C:19](=[O:20])[O:21][C:22]([CH3:25])([CH3:24])[CH3:23]. The yield is 0.910.